Dataset: Merck oncology drug combination screen with 23,052 pairs across 39 cell lines. Task: Regression. Given two drug SMILES strings and cell line genomic features, predict the synergy score measuring deviation from expected non-interaction effect. (1) Drug 1: Cn1nnc2c(C(N)=O)ncn2c1=O. Drug 2: Cc1nc(Nc2ncc(C(=O)Nc3c(C)cccc3Cl)s2)cc(N2CCN(CCO)CC2)n1. Cell line: DLD1. Synergy scores: synergy=1.66. (2) Synergy scores: synergy=-6.78. Drug 1: COC12C(COC(N)=O)C3=C(C(=O)C(C)=C(N)C3=O)N1CC1NC12. Cell line: VCAP. Drug 2: CC(C)CC(NC(=O)C(Cc1ccccc1)NC(=O)c1cnccn1)B(O)O. (3) Synergy scores: synergy=11.2. Cell line: LOVO. Drug 1: COc1cccc2c1C(=O)c1c(O)c3c(c(O)c1C2=O)CC(O)(C(=O)CO)CC3OC1CC(N)C(O)C(C)O1. Drug 2: Cn1cc(-c2cnn3c(N)c(Br)c(C4CCCNC4)nc23)cn1. (4) Drug 1: C=CCn1c(=O)c2cnc(Nc3ccc(N4CCN(C)CC4)cc3)nc2n1-c1cccc(C(C)(C)O)n1. Drug 2: CCc1cnn2c(NCc3ccc[n+]([O-])c3)cc(N3CCCCC3CCO)nc12. Cell line: LNCAP. Synergy scores: synergy=18.9. (5) Drug 1: O=S1(=O)NC2(CN1CC(F)(F)F)C1CCC2Cc2cc(C=CCN3CCC(C(F)(F)F)CC3)ccc2C1. Drug 2: NC1(c2ccc(-c3nc4ccn5c(=O)[nH]nc5c4cc3-c3ccccc3)cc2)CCC1. Cell line: A375. Synergy scores: synergy=15.0. (6) Drug 1: O=C(O)C1(Cc2cccc(Nc3nccs3)n2)CCC(Oc2cccc(Cl)c2F)CC1. Drug 2: O=C(NOCC(O)CO)c1ccc(F)c(F)c1Nc1ccc(I)cc1F. Cell line: OVCAR3. Synergy scores: synergy=7.99. (7) Drug 1: CC(=O)OC1C(=O)C2(C)C(O)CC3OCC3(OC(C)=O)C2C(OC(=O)c2ccccc2)C2(O)CC(OC(=O)C(O)C(NC(=O)c3ccccc3)c3ccccc3)C(C)=C1C2(C)C. Drug 2: CC1(c2nc3c(C(N)=O)cccc3[nH]2)CCCN1. Cell line: PA1. Synergy scores: synergy=12.1. (8) Drug 1: CN(Cc1cnc2nc(N)nc(N)c2n1)c1ccc(C(=O)NC(CCC(=O)O)C(=O)O)cc1. Drug 2: COC1CC2CCC(C)C(O)(O2)C(=O)C(=O)N2CCCCC2C(=O)OC(C(C)CC2CCC(OP(C)(C)=O)C(OC)C2)CC(=O)C(C)C=C(C)C(O)C(OC)C(=O)C(C)CC(C)C=CC=CC=C1C. Cell line: ES2. Synergy scores: synergy=-5.48. (9) Drug 2: Cc1nc(Nc2ncc(C(=O)Nc3c(C)cccc3Cl)s2)cc(N2CCN(CCO)CC2)n1. Drug 1: CN(Cc1cnc2nc(N)nc(N)c2n1)c1ccc(C(=O)NC(CCC(=O)O)C(=O)O)cc1. Synergy scores: synergy=-34.2. Cell line: HT144. (10) Drug 2: Cn1cc(-c2cnn3c(N)c(Br)c(C4CCCNC4)nc23)cn1. Drug 1: O=c1[nH]cc(F)c(=O)[nH]1. Synergy scores: synergy=-28.7. Cell line: MSTO.